From a dataset of NCI-60 drug combinations with 297,098 pairs across 59 cell lines. Regression. Given two drug SMILES strings and cell line genomic features, predict the synergy score measuring deviation from expected non-interaction effect. (1) Drug 1: C1=NC2=C(N=C(N=C2N1C3C(C(C(O3)CO)O)F)Cl)N. Drug 2: CCC1(C2=C(COC1=O)C(=O)N3CC4=CC5=C(C=CC(=C5CN(C)C)O)N=C4C3=C2)O.Cl. Cell line: NCI-H322M. Synergy scores: CSS=1.64, Synergy_ZIP=-0.795, Synergy_Bliss=0.206, Synergy_Loewe=-6.15, Synergy_HSA=-2.99. (2) Drug 1: COC1=CC(=CC(=C1O)OC)C2C3C(COC3=O)C(C4=CC5=C(C=C24)OCO5)OC6C(C(C7C(O6)COC(O7)C8=CC=CS8)O)O. Synergy scores: CSS=12.0, Synergy_ZIP=-6.84, Synergy_Bliss=-0.784, Synergy_Loewe=-16.1, Synergy_HSA=-4.53. Drug 2: CCN(CC)CCNC(=O)C1=C(NC(=C1C)C=C2C3=C(C=CC(=C3)F)NC2=O)C. Cell line: OVCAR3.